This data is from Catalyst prediction with 721,799 reactions and 888 catalyst types from USPTO. The task is: Predict which catalyst facilitates the given reaction. Reactant: [Cl:1][C:2]1[C:3]([OH:19])=[CH:4][C:5]2[C:14]3[C:9](=[C:10]([CH3:15])[N:11]=[CH:12][CH:13]=3)[C:8](=[O:16])[N:7]([CH3:17])[C:6]=2[CH:18]=1.[H-].[Na+].[CH3:22]I. Product: [Cl:1][C:2]1[C:3]([O:19][CH3:22])=[CH:4][C:5]2[C:14]3[C:9](=[C:10]([CH3:15])[N:11]=[CH:12][CH:13]=3)[C:8](=[O:16])[N:7]([CH3:17])[C:6]=2[CH:18]=1. The catalyst class is: 18.